Dataset: Peptide-MHC class I binding affinity with 185,985 pairs from IEDB/IMGT. Task: Regression. Given a peptide amino acid sequence and an MHC pseudo amino acid sequence, predict their binding affinity value. This is MHC class I binding data. (1) The peptide sequence is VAGALVAFK. The MHC is HLA-A33:01 with pseudo-sequence HLA-A33:01. The binding affinity (normalized) is 0.135. (2) The peptide sequence is HYLCLNCLT. The MHC is HLA-A30:02 with pseudo-sequence HLA-A30:02. The binding affinity (normalized) is 0.259. (3) The peptide sequence is RTSKTSLER. The MHC is HLA-B58:01 with pseudo-sequence HLA-B58:01. The binding affinity (normalized) is 0.122. (4) The peptide sequence is GTGSGVSSKK. The MHC is HLA-A03:01 with pseudo-sequence HLA-A03:01. The binding affinity (normalized) is 0.353. (5) The binding affinity (normalized) is 0.370. The MHC is Mamu-A01 with pseudo-sequence Mamu-A01. The peptide sequence is MSTQCIFMEI. (6) The peptide sequence is SVFPFDGTR. The MHC is HLA-B07:02 with pseudo-sequence HLA-B07:02. The binding affinity (normalized) is 0.787. (7) The peptide sequence is ELLNIPFLY. The MHC is HLA-B44:02 with pseudo-sequence HLA-B44:02. The binding affinity (normalized) is 0.223.